From a dataset of Catalyst prediction with 721,799 reactions and 888 catalyst types from USPTO. Predict which catalyst facilitates the given reaction. (1) Reactant: F[C:2]1[N:7]2[CH:8]=[C:9]([CH2:11][N:12]3[C@H:25]4[C@H:16]([CH2:17][CH2:18][C:19]5[C:24]4=[N:23][CH:22]=[CH:21][CH:20]=5)[CH2:15][CH2:14][CH2:13]3)[N:10]=[C:6]2[CH:5]=[CH:4][CH:3]=1.[CH3:26][O:27][CH2:28][CH2:29][N:30]1[CH2:35][CH2:34][NH:33][CH2:32][CH2:31]1. Product: [CH3:26][O:27][CH2:28][CH2:29][N:30]1[CH2:35][CH2:34][N:33]([C:2]2[N:7]3[CH:8]=[C:9]([CH2:11][N:12]4[C@H:25]5[C@H:16]([CH2:17][CH2:18][C:19]6[C:24]5=[N:23][CH:22]=[CH:21][CH:20]=6)[CH2:15][CH2:14][CH2:13]4)[N:10]=[C:6]3[CH:5]=[CH:4][CH:3]=2)[CH2:32][CH2:31]1. The catalyst class is: 6. (2) Reactant: [C:1]([O:4][CH:5]=[CH2:6])(=[O:3])[CH3:2].[CH2:7]=[CH:8][CH2:9][CH2:10][CH2:11][CH3:12].CC(N=NC(C#N)(C)C)(C#N)C. Product: [C:1]([O:4][CH:5]=[CH2:6])(=[O:3])[CH3:2].[CH2:7]=[CH:8][CH2:9][CH2:10][CH2:11][CH3:12]. The catalyst class is: 5. (3) Reactant: C([O:3][C:4]([C:6]1([NH:15][CH2:16][C:17]2[C:25]3[O:24][CH2:23][CH2:22][C:21]=3[CH:20]=[CH:19][CH:18]=2)[CH2:14][C:13]2[C:8](=[CH:9][CH:10]=[CH:11][CH:12]=2)[CH2:7]1)=[O:5])C.O1CCOCC1.CO. Product: [O:24]1[C:25]2[C:17]([CH2:16][NH:15][C:6]3([C:4]([OH:5])=[O:3])[CH2:14][C:13]4[C:8](=[CH:9][CH:10]=[CH:11][CH:12]=4)[CH2:7]3)=[CH:18][CH:19]=[CH:20][C:21]=2[CH2:22][CH2:23]1. The catalyst class is: 6. (4) Reactant: [F:1][C:2]1([F:38])[C@:6](OC(=O)C2C=CC=C(F)C=2)([OH:7])[C@@H:5]([CH:18](OC(=O)C2C=CC=C(F)C=2)[OH:19])[O:4][C@H:3]1[N:30]1[CH:37]=[CH:36][C:34]([NH2:35])=[N:33][C:31]1=[O:32].O.N. Product: [F:38][C:2]1([F:1])[C@H:6]([OH:7])[C@@H:5]([CH2:18][OH:19])[O:4][C@H:3]1[N:30]1[CH:37]=[CH:36][C:34]([NH2:35])=[N:33][C:31]1=[O:32]. The catalyst class is: 5.